Dataset: Reaction yield outcomes from USPTO patents with 853,638 reactions. Task: Predict the reaction yield, written as a fraction of the theoretical maximum amount of product (1.0 means a 100% yield; for example, 0.34 means a 34% yield). (1) The reactants are [Br:1]Br.C1(P(C2C=CC=CC=2)C2C=CC=CC=2)C=CC=CC=1.[OH:22][C:23]1[CH:32]=[CH:31][C:30]2[C:25](=[CH:26][C:27](O)=[CH:28][CH:29]=2)[CH:24]=1. The catalyst is C(#N)C. The product is [Br:1][C:27]1[CH:26]=[C:25]2[C:30]([CH:31]=[CH:32][C:23]([OH:22])=[CH:24]2)=[CH:29][CH:28]=1. The yield is 0.170. (2) The reactants are [Br:1][C:2]1[CH:3]=[C:4]([NH:10][C:11]2[N:16]=[CH:15][C:14]([CH:17]3[CH2:20][N:19](C(OC(C)(C)C)=O)[CH2:18]3)=[CH:13][CH:12]=2)[C:5](=[O:9])[N:6]([CH3:8])[CH:7]=1. The catalyst is Cl.O1CCOCC1. The product is [NH:19]1[CH2:20][CH:17]([C:14]2[CH:13]=[CH:12][C:11]([NH:10][C:4]3[C:5](=[O:9])[N:6]([CH3:8])[CH:7]=[C:2]([Br:1])[CH:3]=3)=[N:16][CH:15]=2)[CH2:18]1. The yield is 0.840. (3) The product is [F:23][C:22]([F:25])([F:24])[C:17]1[CH:18]=[CH:19][CH:20]=[CH:21][C:16]=1[C:14]([N:11]1[CH2:10][CH2:9][N:8]([C:5]2[CH:4]=[CH:3][C:2]([NH:1][S:32]([CH2:26][CH2:27][CH2:28][CH2:29][CH2:30][CH3:31])(=[O:34])=[O:33])=[N:7][CH:6]=2)[CH2:13][CH2:12]1)=[O:15]. The yield is 0.0800. The catalyst is N1C=CC=CC=1.C(OCC)(=O)C. The reactants are [NH2:1][C:2]1[N:7]=[CH:6][C:5]([N:8]2[CH2:13][CH2:12][N:11]([C:14]([C:16]3[CH:21]=[CH:20][CH:19]=[CH:18][C:17]=3[C:22]([F:25])([F:24])[F:23])=[O:15])[CH2:10][CH2:9]2)=[CH:4][CH:3]=1.[CH2:26]([S:32](Cl)(=[O:34])=[O:33])[CH2:27][CH2:28][CH2:29][CH2:30][CH3:31]. (4) The reactants are C(O)(C(F)(F)F)=O.[C:8]([NH:16][C@@H:17]1[C:23](=[O:24])[N:22]2[C@H:25]([C:29]([O:31]C(C)(C)C)=[O:30])[CH2:26][CH2:27][CH2:28][N:21]2[C:20](=[O:36])[CH2:19][CH2:18]1)(=[O:15])[C:9]1[CH:14]=[CH:13][CH:12]=[CH:11][CH:10]=1. The catalyst is C(Cl)Cl. The product is [C:8]([NH:16][C@@H:17]1[C:23](=[O:24])[N:22]2[C@H:25]([C:29]([OH:31])=[O:30])[CH2:26][CH2:27][CH2:28][N:21]2[C:20](=[O:36])[CH2:19][CH2:18]1)(=[O:15])[C:9]1[CH:14]=[CH:13][CH:12]=[CH:11][CH:10]=1. The yield is 0.850. (5) The reactants are [Br-].[CH2:2]([P+](C1C=CC=CC=1)(C1C=CC=CC=1)C1C=CC=CC=1)[C:3]1[CH:8]=[CH:7][CH:6]=[CH:5][CH:4]=1.C([Li])CCC.[CH2:33]([O:35][C:36]([C:38]1[C:42]([CH:43]=O)=[CH:41][S:40][C:39]=1[NH:45][C:46]([O:48][C:49]([CH3:52])([CH3:51])[CH3:50])=[O:47])=[O:37])[CH3:34]. The catalyst is C1COCC1. The product is [CH2:33]([O:35][C:36]([C:38]1[C:42]([CH:43]=[CH:2][C:3]2[CH:4]=[CH:5][CH:6]=[CH:7][CH:8]=2)=[CH:41][S:40][C:39]=1[NH:45][C:46]([O:48][C:49]([CH3:50])([CH3:52])[CH3:51])=[O:47])=[O:37])[CH3:34]. The yield is 0.920.